Task: Predict the product of the given reaction.. Dataset: Forward reaction prediction with 1.9M reactions from USPTO patents (1976-2016) (1) Given the reactants [NH2:1][C:2]1[CH:7]=[C:6]([C:8]([F:11])([F:10])[F:9])[CH:5]=[CH:4][N:3]=1.[CH3:12][C:13]1([CH3:29])[C:17]([CH3:19])([CH3:18])[O:16][B:15]([C:20]2[CH:28]=[CH:27][C:23]([C:24](Cl)=[O:25])=[CH:22][CH:21]=2)[O:14]1, predict the reaction product. The product is: [CH3:18][C:17]1([CH3:19])[C:13]([CH3:12])([CH3:29])[O:14][B:15]([C:20]2[CH:28]=[CH:27][C:23]([C:24]([NH:1][C:2]3[CH:7]=[C:6]([C:8]([F:9])([F:11])[F:10])[CH:5]=[CH:4][N:3]=3)=[O:25])=[CH:22][CH:21]=2)[O:16]1. (2) Given the reactants [F:1][C:2]([F:16])([F:15])[C:3]1([C:6]2[C:10]3[CH2:11][NH:12][CH2:13][CH2:14][C:9]=3[NH:8][N:7]=2)[CH2:5][CH2:4]1.[Cl:17][C:18]1[CH:19]=[C:20]([NH:24][C:25](=O)[O:26]C2C=CC=CC=2)[CH:21]=[CH:22][CH:23]=1, predict the reaction product. The product is: [Cl:17][C:18]1[CH:19]=[C:20]([NH:24][C:25]([N:12]2[CH2:13][CH2:14][C:9]3[NH:8][N:7]=[C:6]([C:3]4([C:2]([F:1])([F:15])[F:16])[CH2:5][CH2:4]4)[C:10]=3[CH2:11]2)=[O:26])[CH:21]=[CH:22][CH:23]=1. (3) Given the reactants [Cl:1][C:2]1[CH:18]=[CH:17][C:5]([C:6]([N:8]2[CH2:13][CH2:12][CH:11]([C:14]([OH:16])=O)[CH2:10][CH2:9]2)=[O:7])=[CH:4][CH:3]=1.[F:19][C:20]([F:33])([F:32])[C:21]1[CH:22]=[C:23]([CH:25]=[C:26]([C:28]([F:31])([F:30])[F:29])[CH:27]=1)[NH2:24].O.ON1C2C=CC=CC=2N=N1.C(N(CC)C(C)C)(C)C, predict the reaction product. The product is: [F:19][C:20]([F:32])([F:33])[C:21]1[CH:22]=[C:23]([NH:24][C:14]([CH:11]2[CH2:10][CH2:9][N:8]([C:6](=[O:7])[C:5]3[CH:4]=[CH:3][C:2]([Cl:1])=[CH:18][CH:17]=3)[CH2:13][CH2:12]2)=[O:16])[CH:25]=[C:26]([C:28]([F:29])([F:31])[F:30])[CH:27]=1. (4) Given the reactants C=O.C(O)(=O)C.[Cl:7][C:8]1[CH:9]=[CH:10][C:11]2[CH2:12][NH:13][CH2:14][CH:15]([C:19]3[CH:24]=[C:23]([CH3:25])[CH:22]=[CH:21][N:20]=3)[O:16][C:17]=2[N:18]=1.[C:26]([BH3-])#[N:27].[Na+], predict the reaction product. The product is: [NH3:13].[Cl:7][C:8]1[CH:9]=[CH:10][C:11]2[CH2:12][N:27]([CH3:26])[CH2:14][CH:15]([C:19]3[CH:24]=[C:23]([CH3:25])[CH:22]=[CH:21][N:20]=3)[O:16][C:17]=2[N:18]=1. (5) Given the reactants [CH3:1][O:2][C:3]1[CH:9]=[CH:8][C:6]([NH2:7])=[C:5]([CH3:10])[CH:4]=1.[C:11](OC([O-])=O)([O:13][C:14]([CH3:17])([CH3:16])[CH3:15])=[O:12], predict the reaction product. The product is: [C:14]([O:13][C:11]([NH:7][C:6]1[CH:8]=[CH:9][C:3]([O:2][CH3:1])=[CH:4][C:5]=1[CH3:10])=[O:12])([CH3:17])([CH3:16])[CH3:15]. (6) Given the reactants [NH2:1][C:2]1[CH:7]=[CH:6][C:5]([F:8])=[CH:4][C:3]=1[C:9]([OH:14])([CH2:12][CH3:13])[CH2:10][CH3:11].[CH3:15][C:16]([NH:21][C:22](=[O:28])[O:23][C:24]([CH3:27])([CH3:26])[CH3:25])([CH3:20])[CH2:17][CH:18]=O, predict the reaction product. The product is: [CH2:10]([C:9]([C:3]1[CH:4]=[C:5]([F:8])[CH:6]=[CH:7][C:2]=1[NH:1][CH2:18][CH2:17][C:16]([NH:21][C:22](=[O:28])[O:23][C:24]([CH3:27])([CH3:26])[CH3:25])([CH3:20])[CH3:15])([OH:14])[CH2:12][CH3:13])[CH3:11]. (7) The product is: [CH3:22][Si:21]([N:1]([C:2]1[CH:7]=[N:6][CH:5]=[CH:4][N:3]=1)[Si:21]([CH3:24])([CH3:23])[CH3:22])([CH3:24])[CH3:23]. Given the reactants [NH2:1][C:2]1[CH:7]=[N:6][CH:5]=[CH:4][N:3]=1.C(N(CC)CC)C.FC(F)(F)S(O[Si:21]([CH3:24])([CH3:23])[CH3:22])(=O)=O, predict the reaction product. (8) Given the reactants [CH:1]1([C:4]2[CH:5]=[N:6][C:7]([NH:14][C:15]3[CH:16]=[C:17]4[C:21](=[C:22]([CH3:24])[CH:23]=3)[N:20]([CH2:25][C:26]3[CH:31]=[CH:30][CH:29]=[C:28]([F:32])[CH:27]=3)[CH:19]=[CH:18]4)=[C:8]([CH:13]=2)[C:9]([O:11]C)=[O:10])[CH2:3][CH2:2]1.[OH-].[Na+].Cl.C(OCC)(=O)C, predict the reaction product. The product is: [CH:1]1([C:4]2[CH:5]=[N:6][C:7]([NH:14][C:15]3[CH:16]=[C:17]4[C:21](=[C:22]([CH3:24])[CH:23]=3)[N:20]([CH2:25][C:26]3[CH:31]=[CH:30][CH:29]=[C:28]([F:32])[CH:27]=3)[CH:19]=[CH:18]4)=[C:8]([CH:13]=2)[C:9]([OH:11])=[O:10])[CH2:3][CH2:2]1.